Task: Predict which catalyst facilitates the given reaction.. Dataset: Catalyst prediction with 721,799 reactions and 888 catalyst types from USPTO (1) Reactant: [O:1]=[C:2]1[CH2:10][C:9]2[C:4](=[CH:5][C:6]([C:11]([C:13]3[CH:14]=[C:15]([NH:19][C:20]([C:22]4[C:23]([CH3:27])=[N:24][O:25][CH:26]=4)=[O:21])[CH:16]=[CH:17][CH:18]=3)=[O:12])=[CH:7][CH:8]=2)[NH:3]1.[CH:28](OCC)=[O:29].[O-]CC.[Na+].Cl. Product: [OH:29][CH:28]=[C:10]1[C:9]2[C:4](=[CH:5][C:6]([C:11]([C:13]3[CH:14]=[C:15]([NH:19][C:20]([C:22]4[C:23]([CH3:27])=[N:24][O:25][CH:26]=4)=[O:21])[CH:16]=[CH:17][CH:18]=3)=[O:12])=[CH:7][CH:8]=2)[NH:3][C:2]1=[O:1]. The catalyst class is: 8. (2) Reactant: [CH:1]1([C:4]([C:6]2[CH:7]([C:24]3[CH:31]=[CH:30][C:27]([C:28]#[N:29])=[CH:26][CH:25]=3)[NH:8][C:9](=[O:23])[N:10]([C:13]3[CH:18]=[CH:17][CH:16]=[C:15]([C:19]([F:22])([F:21])[F:20])[CH:14]=3)[C:11]=2[CH3:12])=[O:5])[CH2:3][CH2:2]1.C(=O)([O-])[O-].[K+].[K+].Cl[CH2:39][C:40]1[O:44][C:43]([C:45]([O:47][CH3:48])=[O:46])=[CH:42][CH:41]=1. The catalyst class is: 405. Product: [C:28]([C:27]1[CH:26]=[CH:25][C:24]([CH:7]2[N:8]([CH2:39][C:40]3[O:44][C:43]([C:45]([O:47][CH3:48])=[O:46])=[CH:42][CH:41]=3)[C:9](=[O:23])[N:10]([C:13]3[CH:18]=[CH:17][CH:16]=[C:15]([C:19]([F:22])([F:20])[F:21])[CH:14]=3)[C:11]([CH3:12])=[C:6]2[C:4]([CH:1]2[CH2:3][CH2:2]2)=[O:5])=[CH:31][CH:30]=1)#[N:29]. (3) Reactant: [F:1][C:2]1[CH:25]=[CH:24][C:5]([CH2:6][O:7][CH2:8][C:9]([NH:11][CH2:12][CH2:13][CH2:14][C:15]2[CH:20]=[CH:19][C:18]([CH2:21][CH2:22][OH:23])=[CH:17][CH:16]=2)=[O:10])=[CH:4][CH:3]=1.CC(OI1(OC(C)=O)(OC(C)=O)OC(=O)C2C=CC=CC1=2)=O. Product: [F:1][C:2]1[CH:25]=[CH:24][C:5]([CH2:6][O:7][CH2:8][C:9]([NH:11][CH2:12][CH2:13][CH2:14][C:15]2[CH:16]=[CH:17][C:18]([CH2:21][CH:22]=[O:23])=[CH:19][CH:20]=2)=[O:10])=[CH:4][CH:3]=1. The catalyst class is: 4.